From a dataset of Peptide-MHC class II binding affinity with 134,281 pairs from IEDB. Regression. Given a peptide amino acid sequence and an MHC pseudo amino acid sequence, predict their binding affinity value. This is MHC class II binding data. The peptide sequence is LMCLSPLMANLAPHL. The MHC is DRB1_0301 with pseudo-sequence DRB1_0301. The binding affinity (normalized) is 0.191.